Predict the product of the given reaction. From a dataset of Forward reaction prediction with 1.9M reactions from USPTO patents (1976-2016). (1) Given the reactants [NH2:1][C:2]1[C:7]([NH2:8])=[C:6]([Br:9])[CH:5]=[CH:4][N:3]=1.[N:10]1([C:16]([C:18]2[CH:25]=[CH:24][C:21]([CH:22]=O)=[CH:20][CH:19]=2)=[O:17])[CH2:15][CH2:14][O:13][CH2:12][CH2:11]1.CN(C=O)C.O.C1(C)C=CC(S(O)(=O)=O)=CC=1, predict the reaction product. The product is: [Br:9][C:6]1[CH:5]=[CH:4][N:3]=[C:2]2[NH:1][C:22]([C:21]3[CH:24]=[CH:25][C:18]([C:16]([N:10]4[CH2:15][CH2:14][O:13][CH2:12][CH2:11]4)=[O:17])=[CH:19][CH:20]=3)=[N:8][C:7]=12. (2) The product is: [Br:10][C:11]1[CH:19]=[CH:18][C:14]([C:15](=[O:16])[CH2:5][C:4]2[CH:7]=[CH:8][CH:9]=[C:2]([F:1])[CH:3]=2)=[CH:13][C:12]=1[CH3:20]. Given the reactants [F:1][C:2]1[CH:3]=[C:4]([CH:7]=[CH:8][CH:9]=1)[CH2:5]Br.[Br:10][C:11]1[CH:19]=[CH:18][C:14]([C:15](Cl)=[O:16])=[CH:13][C:12]=1[CH3:20], predict the reaction product. (3) Given the reactants [CH3:1][C:2]1([OH:9])[CH2:4][CH:3]1[Si:5]([CH3:8])([CH3:7])[CH3:6].C(N(CC)CC)C.[CH3:17][S:18](Cl)(=[O:20])=[O:19].C([O-])(O)=O.[Na+], predict the reaction product. The product is: [CH3:1][C:2]1([O:9][S:18]([CH3:17])(=[O:20])=[O:19])[CH2:4][CH:3]1[Si:5]([CH3:8])([CH3:7])[CH3:6]. (4) Given the reactants [OH:1][C:2]1[CH:10]=[CH:9][C:5]([CH2:6][CH2:7][OH:8])=[CH:4][CH:3]=1.C(=O)([O-])[O-].[Cs+].[Cs+].CC1C=CC(OS(O[CH2:27][CH2:28][O:29][CH2:30][CH2:31][NH:32][C:33](=[O:39])[O:34][C:35]([CH3:38])([CH3:37])[CH3:36])(=O)=O)=CC=1, predict the reaction product. The product is: [OH:8][CH2:7][CH2:6][C:5]1[CH:9]=[CH:10][C:2]([O:1][CH2:27][CH2:28][O:29][CH2:30][CH2:31][NH:32][C:33](=[O:39])[O:34][C:35]([CH3:38])([CH3:37])[CH3:36])=[CH:3][CH:4]=1. (5) Given the reactants [Cl:1][C:2]1[CH:7]=[C:6]([NH2:8])[CH:5]=[C:4]([Cl:9])[C:3]=1[C:10]1[CH:15]=[CH:14][CH:13]=[CH:12][C:11]=1[F:16].N1([C:22](N2C=CN=C2)=[S:23])C=CN=C1, predict the reaction product. The product is: [Cl:1][C:2]1[CH:7]=[C:6]([N:8]=[C:22]=[S:23])[CH:5]=[C:4]([Cl:9])[C:3]=1[C:10]1[CH:15]=[CH:14][CH:13]=[CH:12][C:11]=1[F:16]. (6) Given the reactants [Cl:1][C:2]1[N:3]=[C:4](Cl)[C:5]2[CH2:10][N:9]([C:11]([O:13][C:14]([CH3:17])([CH3:16])[CH3:15])=[O:12])[CH2:8][C:6]=2[N:7]=1.[CH3:19][CH2:20][N:21](C(C)C)[CH:22]([CH3:24])[CH3:23].CC[O:30]C(C)=O, predict the reaction product. The product is: [Cl:1][C:2]1[N:3]=[C:4]([N:21]2[CH2:20][CH2:19][O:30][CH2:23][C@@H:22]2[CH3:24])[C:5]2[CH2:10][N:9]([C:11]([O:13][C:14]([CH3:17])([CH3:16])[CH3:15])=[O:12])[CH2:8][C:6]=2[N:7]=1.